From a dataset of Experimentally validated miRNA-target interactions with 360,000+ pairs, plus equal number of negative samples. Binary Classification. Given a miRNA mature sequence and a target amino acid sequence, predict their likelihood of interaction. (1) The miRNA is dme-miR-4-3p with sequence AUAAAGCUAGACAACCAUUGA. The protein sequence of the target gene is MLQDSITGIVNSFNLFFPSTMSRPTLMPTCVAFCSILFLTLATGCQAFPKVERRETAQEYAEKEQSQKMNTDDQENISFAPKYMLQQMSSEAPMVLSEGPSEIPLIKVFSVNKESHLPGAGLLHPTSPGVYSSSEPVVSASEQEPGPSLLERMSSEHSLSKVMLTVAVSSPASLNPDQEGPYNSLSTQPIVAAVTDVTHGSLDYLDNQLFAAKSQEAVSLGNSPSSSINTKEPEIIKADAAMGTTVVPGVDSTGDMEPDRERPSEMAADDGQSTTTKYLVTIPNNFLTTEPTAGSILGDA.... Result: 0 (no interaction). (2) The miRNA is hsa-miR-6077 with sequence GGGAAGAGCUGUACGGCCUUC. The protein sequence of the target gene is MAMNSMCIEEQHHLEHYLFPVVYIIVFIVSVPANIGSLCVSFLQAKKENELGIYLFSLSLSDLLYALTLPLWINYTWNKDNWTFSPTLCKGSVFFTYMNFYSSTAFLTCIALDRYLAVVYPLKFSFLRTRRFAFITSLSIWILESFFNSMLLWKDETSVEYCDSDKSNFTLCYDKYPLEKWQINLNLFRTCMGYAIPLITIMICNHKVYRAVRHNQATENSEKRRIIKLLASITLTFVLCFTPFHVMVLIRCVLERDMNVNDKSGWQTFTVYRVTVALTSLNCVADPILYCFVTETGRAD.... Result: 0 (no interaction). (3) The miRNA is hsa-miR-185-5p with sequence UGGAGAGAAAGGCAGUUCCUGA. The protein sequence of the target gene is MESDFYLRYYVGHKGKFGHEFLEFEFRPDGKLRYANNSNYKNDVMIRKEAYVHKSVMEELKRIIDDSEITKEDDALWPPPDRVGRQELEIVIGDEHISFTTSKIGSLIDVNQSKDPEGLRVFYYLVQDLKCLVFSLIGLHFKIKPI. Result: 0 (no interaction).